This data is from Full USPTO retrosynthesis dataset with 1.9M reactions from patents (1976-2016). The task is: Predict the reactants needed to synthesize the given product. (1) Given the product [CH:1]1([C:7]2[CH:35]=[CH:34][C:10]([C:11]([N:13]([CH2:39][CH:38]=[C:37]([CH3:41])[CH3:36])[C:14]3[CH:15]=[CH:16][C:17]([N:20]4[CH2:24][CH2:23][CH:22]([CH2:25][NH:26][C:27](=[O:33])[O:28][C:29]([CH3:30])([CH3:31])[CH3:32])[CH2:21]4)=[N:18][CH:19]=3)=[O:12])=[CH:9][CH:8]=2)[CH2:2][CH2:3][CH2:4][CH2:5][CH2:6]1, predict the reactants needed to synthesize it. The reactants are: [CH:1]1([C:7]2[CH:35]=[CH:34][C:10]([C:11]([NH:13][C:14]3[CH:15]=[CH:16][C:17]([N:20]4[CH2:24][CH2:23][CH:22]([CH2:25][NH:26][C:27](=[O:33])[O:28][C:29]([CH3:32])([CH3:31])[CH3:30])[CH2:21]4)=[N:18][CH:19]=3)=[O:12])=[CH:9][CH:8]=2)[CH2:6][CH2:5][CH2:4][CH2:3][CH2:2]1.[CH3:36][C:37]([CH3:41])=[CH:38][CH2:39]Br. (2) Given the product [F:1][C:2]1[CH:7]=[CH:6][CH:5]=[CH:4][C:3]=1[C:8]1[C:9]2[CH:19]=[CH:18][C:17](=[O:20])[N:16]([CH3:24])[C:10]=2[N:11]=[C:12]([S:14][CH3:15])[N:13]=1, predict the reactants needed to synthesize it. The reactants are: [F:1][C:2]1[CH:7]=[CH:6][CH:5]=[CH:4][C:3]=1[C:8]1[C:9]2[CH:19]=[CH:18][C:17](=[O:20])[NH:16][C:10]=2[N:11]=[C:12]([S:14][CH3:15])[N:13]=1.[H-].[Na+].I[CH3:24]. (3) Given the product [Br:15][CH2:11][C:9]1[CH:8]=[CH:7][C:5]2[O:6][C:2]([F:13])([F:1])[O:3][C:4]=2[CH:10]=1, predict the reactants needed to synthesize it. The reactants are: [F:1][C:2]1([F:13])[O:6][C:5]2[CH:7]=[CH:8][C:9]([CH2:11]O)=[CH:10][C:4]=2[O:3]1.C(Br)(Br)(Br)[Br:15].C1C=CC(P(C2C=CC=CC=2)C2C=CC=CC=2)=CC=1. (4) Given the product [C:35]1([C:2]2[CH:3]=[CH:4][C:5]3[N:6]([C:8]([C@@H:11]([O:13][C:14]4[C:15]5[O:23][CH:22]=[C:21]([C:24]6[CH:25]=[N:26][N:27]([CH:29]7[CH2:30][CH2:31][NH:32][CH2:33][CH2:34]7)[CH:28]=6)[C:16]=5[CH:17]=[N:18][C:19]=4[NH2:20])[CH3:12])=[N:9][N:10]=3)[N:7]=2)[CH:40]=[CH:39][CH:38]=[CH:37][CH:36]=1, predict the reactants needed to synthesize it. The reactants are: Cl[C:2]1[CH:3]=[CH:4][C:5]2[N:6]([C:8]([C@@H:11]([O:13][C:14]3[C:15]4[O:23][CH:22]=[C:21]([C:24]5[CH:25]=[N:26][N:27]([CH:29]6[CH2:34][CH2:33][NH:32][CH2:31][CH2:30]6)[CH:28]=5)[C:16]=4[CH:17]=[N:18][C:19]=3[NH2:20])[CH3:12])=[N:9][N:10]=2)[N:7]=1.[C:35]1(B(O)O)[CH:40]=[CH:39][CH:38]=[CH:37][CH:36]=1.C([O-])([O-])=O.[K+].[K+].O1CCOCC1. (5) Given the product [C:1]([O:5][C:6](=[O:7])[NH:8][C@H:9]([C:10](=[O:12])[NH:51][CH2:47][CH:48]([CH3:50])[CH3:49])[CH2:13][CH2:14][S:15][CH3:16])([CH3:2])([CH3:3])[CH3:4], predict the reactants needed to synthesize it. The reactants are: [C:1]([O:5][C:6]([NH:8][C@@H:9]([CH2:13][CH2:14][S:15][CH3:16])[C:10]([OH:12])=O)=[O:7])([CH3:4])([CH3:3])[CH3:2].CCN=C=NCCCN(C)C.Cl.C1C=CC2N(O)N=NC=2C=1.C(N1CCOCC1)C.[CH2:47]([NH2:51])[CH:48]([CH3:50])[CH3:49]. (6) Given the product [CH2:1]([C:3]([C:28]1[CH:41]=[CH:40][C:31]([O:32][CH2:33][C@H:34]2[O:38][C:37](=[O:39])[CH2:36][CH2:35]2)=[C:30]([CH3:42])[CH:29]=1)([C:6]1[CH:11]=[CH:10][C:9]([C:12]#[C:13][C:14]([OH:23])([C:15]([F:17])([F:18])[F:16])[C:19]([F:22])([F:21])[F:20])=[C:8]([CH3:27])[CH:7]=1)[CH2:4][CH3:5])[CH3:2], predict the reactants needed to synthesize it. The reactants are: [CH2:1]([C:3]([C:28]1[CH:41]=[CH:40][C:31]([O:32][CH2:33][C@H:34]2[O:38][C:37](=[O:39])[CH2:36][CH2:35]2)=[C:30]([CH3:42])[CH:29]=1)([C:6]1[CH:11]=[CH:10][C:9]([C:12]#[C:13][C:14]([O:23]COC)([C:19]([F:22])([F:21])[F:20])[C:15]([F:18])([F:17])[F:16])=[C:8]([CH3:27])[CH:7]=1)[CH2:4][CH3:5])[CH3:2].